From a dataset of Full USPTO retrosynthesis dataset with 1.9M reactions from patents (1976-2016). Predict the reactants needed to synthesize the given product. (1) The reactants are: [Cl:1][C:2]1[CH:3]=[C:4]([CH:9]=[C:10](I)[CH:11]=1)[C:5]([O:7][CH3:8])=[O:6].[Br-].[CH:14]1([Zn+])[CH2:16][CH2:15]1.CN1CCN(C)C1=O.C(O)(=O)CC(CC(O)=O)(C(O)=O)O. Given the product [Cl:1][C:2]1[CH:3]=[C:4]([CH:9]=[C:10]([CH:14]2[CH2:16][CH2:15]2)[CH:11]=1)[C:5]([O:7][CH3:8])=[O:6], predict the reactants needed to synthesize it. (2) Given the product [CH2:19]([OH:20])[CH2:21][CH3:22].[NH2:1][C@@H:2]1[CH2:7][CH2:6][CH2:5][N:4]([C:8]2[C:13]([Br:14])=[CH:12][N:11]=[C:10]3[NH:15][CH:16]=[C:17]([NH:18][C:19]([CH:21]4[CH2:22][CH2:23]4)=[O:20])[C:9]=23)[CH2:3]1, predict the reactants needed to synthesize it. The reactants are: [NH2:1][C@@H:2]1[CH2:7][CH2:6][CH2:5][N:4]([C:8]2[C:13]([Br:14])=[CH:12][N:11]=[C:10]3[NH:15][CH:16]=[C:17]([NH:18][C:19]([CH:21]4[CH2:23][CH2:22]4)=[O:20])[C:9]=23)[CH2:3]1.C(O)CC.